Dataset: Forward reaction prediction with 1.9M reactions from USPTO patents (1976-2016). Task: Predict the product of the given reaction. (1) Given the reactants [CH2:1]([N:9]1[CH:13]=[C:12]([C:14]2[C:22]3[C:17](=[N:18][CH:19]=[C:20]([C:23]4[CH:24]=[C:25]([CH:40]=[CH:41][CH:42]=4)[O:26][CH:27]4[CH2:32][CH2:31][N:30](C(OC(C)(C)C)=O)[CH2:29][CH2:28]4)[CH:21]=3)[NH:16][CH:15]=2)[CH:11]=[N:10]1)[CH2:2][C:3]1[CH:8]=[CH:7][CH:6]=[CH:5][CH:4]=1, predict the reaction product. The product is: [CH2:1]([N:9]1[CH:13]=[C:12]([C:14]2[C:22]3[C:17](=[N:18][CH:19]=[C:20]([C:23]4[CH:42]=[CH:41][CH:40]=[C:25]([O:26][CH:27]5[CH2:32][CH2:31][NH:30][CH2:29][CH2:28]5)[CH:24]=4)[CH:21]=3)[NH:16][CH:15]=2)[CH:11]=[N:10]1)[CH2:2][C:3]1[CH:8]=[CH:7][CH:6]=[CH:5][CH:4]=1. (2) The product is: [F:47][C:44]1[CH:45]=[CH:46][C:32]2[C:31](=[CH:30][C:16]3[CH:15]=[CH:14][C:13]4[N:9]([CH2:8][CH2:7][CH2:28][N:9]5[CH2:10][CH2:48][O:51][CH2:7][CH2:8]5)[C:10](=[O:27])[NH:11][C:12]=4[CH:17]=3)[C:37]3[CH:38]=[CH:39][C:40]([F:42])=[CH:41][C:36]=3[CH2:35][CH2:34][C:33]=2[CH:43]=1. Given the reactants N1([CH:7]([CH3:28])[CH2:8][N:9]2[C:13]3[CH:14]=[CH:15][C:16](B4OC(C)(C)C(C)(C)O4)=[CH:17][C:12]=3[NH:11][C:10]2=[O:27])CCOCC1.Br[CH:30]=[C:31]1[C:37]2[CH:38]=[CH:39][C:40]([F:42])=[CH:41][C:36]=2[CH2:35][CH2:34][C:33]2[CH:43]=[C:44]([F:47])[CH:45]=[CH:46][C:32]1=2.[C:48]([O-:51])([O-])=O.[Na+].[Na+], predict the reaction product. (3) Given the reactants [C:1]([O:5][C:6]([C@@H:8]([NH:12][C:13]([CH:15]1[C:19]([C:20]([OH:22])=O)=[CH:18][CH:17]([O:23][C:24]2[C:33]3[C:28](=[CH:29][C:30]([O:34][CH3:35])=[CH:31][CH:32]=3)[N:27]=[C:26]([C:36]3[CH:41]=[CH:40][CH:39]=[CH:38][CH:37]=3)[CH:25]=2)[CH2:16]1)=[O:14])[CH2:9][CH2:10][CH3:11])=[O:7])([CH3:4])([CH3:3])[CH3:2].[CH3:42][O:43][C:44](=[O:60])[CH:45]([NH:52][C:53](=[O:59])[CH:54]([NH2:58])[CH:55]([CH3:57])[CH3:56])[CH:46]1[CH2:51][CH2:50][CH2:49][CH2:48][CH2:47]1.CCN(C(C)C)C(C)C.CN(C(ON1N=NC2C=CC=NC1=2)=[N+](C)C)C.F[P-](F)(F)(F)(F)F, predict the reaction product. The product is: [C:1]([O:5][C:6](=[O:7])[C@@H:8]([NH:12][C:13]([C@H:15]1[CH2:16][C@H:17]([O:23][C:24]2[C:33]3[C:28](=[CH:29][C:30]([O:34][CH3:35])=[CH:31][CH:32]=3)[N:27]=[C:26]([C:36]3[CH:37]=[CH:38][CH:39]=[CH:40][CH:41]=3)[CH:25]=2)[CH:18]=[C:19]1[C:20](=[O:22])[NH:58][C@H:54]([C:53](=[O:59])[NH:52][C@@H:45]([CH:46]1[CH2:47][CH2:48][CH2:49][CH2:50][CH2:51]1)[C:44]([O:43][CH3:42])=[O:60])[CH:55]([CH3:57])[CH3:56])=[O:14])[CH2:9][CH2:10][CH3:11])([CH3:4])([CH3:3])[CH3:2]. (4) Given the reactants [C:1]12([C:11](Cl)=O)CC3CC(CC(C3)[CH2:2]1)C2.FC(F)(F)S(OC)(=O)=O.C1(NC(=S)NN)C=CC=CC=1.C(N(CC)CC)C.[C:41]12([C:51]([NH:53][NH:54][C:55]([NH:57][C:58]3[CH:63]=CC=C[CH:59]=3)=S)=O)[CH2:50][CH:45]3[CH2:46][CH:47]([CH2:49][CH:43]([CH2:44]3)[CH2:42]1)[CH2:48]2, predict the reaction product. The product is: [C:41]12([C:51]3[N:57]([CH:58]4[CH2:59][CH2:63]4)[C:55]([CH:11]4[CH2:1][CH2:2]4)=[N:54][N:53]=3)[CH2:48][CH:47]3[CH2:49][CH:43]([CH2:44][CH:45]([CH2:46]3)[CH2:50]1)[CH2:42]2. (5) Given the reactants [OH-].[Na+].[C:3]([C:7]1[CH:8]=[C:9]([OH:13])[CH:10]=[CH:11][CH:12]=1)([CH3:6])([CH3:5])[CH3:4].Br[CH2:15][CH2:16][CH:17]1[O:22][CH2:21][CH2:20][CH2:19][O:18]1, predict the reaction product. The product is: [C:3]([C:7]1[CH:8]=[C:9]([CH:10]=[CH:11][CH:12]=1)[O:13][CH2:15][CH2:16][CH:17]1[O:22][CH2:21][CH2:20][CH2:19][O:18]1)([CH3:6])([CH3:4])[CH3:5].